This data is from Reaction yield outcomes from USPTO patents with 853,638 reactions. The task is: Predict the reaction yield, written as a fraction of the theoretical maximum amount of product (1.0 means a 100% yield; for example, 0.34 means a 34% yield). (1) The reactants are [N+:1]([C:4]1[CH:5]=[C:6]([CH:10]=[C:11]([N+:13]([O-:15])=[O:14])[CH:12]=1)[C:7]([OH:9])=[O:8])([O-:3])=[O:2].O=S(Cl)Cl.[CH2:20](N(CC)CC)C. No catalyst specified. The product is [CH3:20][O:8][C:7](=[O:9])[C:6]1[CH:5]=[C:4]([N+:1]([O-:3])=[O:2])[CH:12]=[C:11]([N+:13]([O-:15])=[O:14])[CH:10]=1. The yield is 0.970. (2) The reactants are [CH2:1]([O:8][C:9]([NH:11][C@H:12]([CH3:19])[C:13]([CH3:18])([CH3:17])[C:14](O)=[O:15])=[O:10])[C:2]1[CH:7]=[CH:6][CH:5]=[CH:4][CH:3]=1.CC[N:22](C(C)C)C(C)C.C1C=CC2N(O)N=NC=2C=1.C(Cl)CCl.N. The catalyst is C1COCC1. The product is [NH2:22][C:14](=[O:15])[C:13]([CH3:18])([CH3:17])[C@H:12]([NH:11][C:9](=[O:10])[O:8][CH2:1][C:2]1[CH:7]=[CH:6][CH:5]=[CH:4][CH:3]=1)[CH3:19]. The yield is 0.465. (3) The reactants are Br[C:2]1[CH:3]=[C:4]([N:8]2[CH2:23][CH:11]3[CH2:12][N:13]([C:16]([O:18][C:19]([CH3:22])([CH3:21])[CH3:20])=[O:17])[CH2:14][CH2:15][N:10]3[C:9]2=[O:24])[CH:5]=[CH:6][CH:7]=1.[C:25]1(B(O)O)[CH:30]=[CH:29][CH:28]=[CH:27][CH:26]=1.C(=O)([O-])[O-].[K+].[K+].O1CCOCC1. The catalyst is Cl[Pd](Cl)([P](C1C=CC=CC=1)(C1C=CC=CC=1)C1C=CC=CC=1)[P](C1C=CC=CC=1)(C1C=CC=CC=1)C1C=CC=CC=1.O. The product is [C:2]1([C:25]2[CH:30]=[CH:29][CH:28]=[CH:27][CH:26]=2)[CH:7]=[CH:6][CH:5]=[C:4]([N:8]2[CH2:23][CH:11]3[CH2:12][N:13]([C:16]([O:18][C:19]([CH3:22])([CH3:21])[CH3:20])=[O:17])[CH2:14][CH2:15][N:10]3[C:9]2=[O:24])[CH:3]=1. The yield is 0.790. (4) The reactants are [Cl:1][C:2]1[CH:7]=[CH:6][C:5]([I:8])=[CH:4][C:3]=1[OH:9].[CH3:10][O:11][C:12]1[CH:19]=[CH:18][C:15]([CH2:16]Cl)=[CH:14][CH:13]=1.C([O-])([O-])=O.[K+].[K+].CCOCC.O. The catalyst is CN(C=O)C.CCCCC. The yield is 0.920. The product is [CH3:10][O:11][C:12]1[CH:19]=[CH:18][C:15]([CH2:16][O:9][C:3]2[CH:4]=[C:5]([I:8])[CH:6]=[CH:7][C:2]=2[Cl:1])=[CH:14][CH:13]=1.